This data is from Catalyst prediction with 721,799 reactions and 888 catalyst types from USPTO. The task is: Predict which catalyst facilitates the given reaction. (1) Reactant: [NH:1]([C:13]([O:15][C:16]([CH3:19])([CH3:18])[CH3:17])=[O:14])[C@@H:2]([C:10]([OH:12])=O)[CH2:3][C:4]1[CH:9]=[CH:8][CH:7]=[CH:6][CH:5]=1.[CH3:20][N:21]([CH3:29])[C:22]1[CH:27]=[CH:26][C:25]([NH2:28])=[CH:24][CH:23]=1.C1C=CC2N(O)N=NC=2C=1.CCN(CC)CC.CCN=C=NCCCN(C)C. Product: [CH3:20][N:21]([CH3:29])[C:22]1[CH:27]=[CH:26][C:25]([NH:28][C:10]([C@H:2]([NH:1][C:13](=[O:14])[O:15][C:16]([CH3:19])([CH3:18])[CH3:17])[CH2:3][C:4]2[CH:5]=[CH:6][CH:7]=[CH:8][CH:9]=2)=[O:12])=[CH:24][CH:23]=1. The catalyst class is: 2. (2) Reactant: [N:1]1[CH:6]=[CH:5][C:4]([CH2:7][CH2:8][C:9]2[C:17]3[C:12](=[CH:13][C:14]([CH:18]=O)=[CH:15][CH:16]=3)[N:11]([CH2:20][O:21][CH2:22][CH2:23][Si:24]([CH3:27])([CH3:26])[CH3:25])[N:10]=2)=[CH:3][CH:2]=1.[NH:28]1[C:36]2[C:31](=[CH:32][CH:33]=[CH:34][CH:35]=2)[CH2:30][C:29]1=[O:37].N1CCCCC1. Product: [N:1]1[CH:6]=[CH:5][C:4]([CH2:7][CH2:8][C:9]2[C:17]3[C:12](=[CH:13][C:14]([CH:18]=[C:30]4[C:31]5[C:36](=[CH:35][CH:34]=[CH:33][CH:32]=5)[NH:28][C:29]4=[O:37])=[CH:15][CH:16]=3)[N:11]([CH2:20][O:21][CH2:22][CH2:23][Si:24]([CH3:27])([CH3:26])[CH3:25])[N:10]=2)=[CH:3][CH:2]=1. The catalyst class is: 5. (3) The catalyst class is: 595. Reactant: [CH3:1][NH2:2].[Cl:3][C:4]1[CH:9]=[CH:8][C:7]([O:10][C:11]2[CH:16]=[CH:15][C:14]([S:17](Cl)(=[O:19])=[O:18])=[CH:13][CH:12]=2)=[CH:6][CH:5]=1. Product: [CH3:1][NH:2][S:17]([C:14]1[CH:15]=[CH:16][C:11]([O:10][C:7]2[CH:8]=[CH:9][C:4]([Cl:3])=[CH:5][CH:6]=2)=[CH:12][CH:13]=1)(=[O:19])=[O:18]. (4) Reactant: F[C:2]1[CH:3]=[C:4]([S:12]([N:15]([CH3:29])[C@@H:16]2[CH2:24][CH2:23][CH2:22][C:21]3[N:20]([CH2:25][C:26]([OH:28])=[O:27])[N:19]=[CH:18][C:17]2=3)(=[O:14])=[O:13])[CH:5]=[C:6]([C:8]([F:11])([F:10])[F:9])[CH:7]=1.[NH:30]1[CH2:34][CH2:33][CH2:32][CH2:31]1.C(O)(=O)C. Product: [CH3:29][N:15]([S:12]([C:4]1[CH:5]=[C:6]([C:8]([F:9])([F:10])[F:11])[CH:7]=[C:2]([N:30]2[CH2:34][CH2:33][CH2:32][CH2:31]2)[CH:3]=1)(=[O:13])=[O:14])[C@@H:16]1[CH2:24][CH2:23][CH2:22][C:21]2[N:20]([CH2:25][C:26]([OH:28])=[O:27])[N:19]=[CH:18][C:17]1=2. The catalyst class is: 16. (5) Reactant: C[C:2]1[NH:3][C:4]2[C:9]([CH:10]=1)=[C:8]([OH:11])[CH:7]=[CH:6][CH:5]=2.[C:12](=O)([O-])[O-].[K+].[K+].Br[CH2:19][C:20]([O:22][CH3:23])=[O:21].O. Product: [CH3:23][O:22][C:20](=[O:21])[CH:19]([O:11][C:8]1[CH:7]=[CH:6][CH:5]=[C:4]2[C:9]=1[CH:10]=[CH:2][NH:3]2)[CH3:12]. The catalyst class is: 9. (6) Reactant: [Cl:1][C:2]1[CH:9]=[C:8]([C:10]2[N:14]([CH:15]3[CH2:20][CH2:19][CH2:18][CH2:17][O:16]3)[N:13]=[CH:12][CH:11]=2)[CH:7]=[CH:6][C:3]=1[C:4]#[N:5].[Br:21]N1C(=O)CCC1=O.OS([O-])=O.[Na+]. Product: [Br:21][C:11]1[CH:12]=[N:13][N:14]([CH:15]2[CH2:20][CH2:19][CH2:18][CH2:17][O:16]2)[C:10]=1[C:8]1[CH:7]=[CH:6][C:3]([C:4]#[N:5])=[C:2]([Cl:1])[CH:9]=1. The catalyst class is: 10. (7) Reactant: [NH2:1][C@@H:2]([C@@H:8]([NH:13][S@:14]([C:16]([CH3:19])([CH3:18])[CH3:17])=[O:15])[C:9]([F:12])([F:11])[F:10])[C:3]([O:5][CH2:6][CH3:7])=[O:4].[OH:20][C@@H:21]([CH3:35])[C:22]#[C:23][C:24]#[C:25][C:26]1[CH:34]=[CH:33][C:29]([C:30](O)=[O:31])=[CH:28][CH:27]=1.CCN(C(C)C)C(C)C.CN(C(ON1N=NC2C=CC=NC1=2)=[N+](C)C)C.F[P-](F)(F)(F)(F)F. Product: [CH3:19][C:16]([CH3:18])([S@@:14]([NH:13][C@@H:8]([C:9]([F:11])([F:12])[F:10])[C@H:2]([NH:1][C:30](=[O:31])[C:29]1[CH:33]=[CH:34][C:26]([C:25]#[C:24][C:23]#[C:22][C@@H:21]([OH:20])[CH3:35])=[CH:27][CH:28]=1)[C:3]([O:5][CH2:6][CH3:7])=[O:4])=[O:15])[CH3:17]. The catalyst class is: 3. (8) Reactant: [F:1][C:2]1[CH:9]=[C:8]([F:10])[CH:7]=[CH:6][C:3]=1[CH2:4][NH2:5].C(=O)([O-])[O-].[K+].[K+].Br[CH2:18][C:19]1[CH:26]=[CH:25][C:22]([C:23]#[N:24])=[CH:21][CH:20]=1.[ClH:27]. Product: [ClH:27].[F:1][C:2]1[CH:9]=[C:8]([F:10])[CH:7]=[CH:6][C:3]=1[CH2:4][NH:5][CH2:18][C:19]1[CH:26]=[CH:25][C:22]([C:23]#[N:24])=[CH:21][CH:20]=1. The catalyst class is: 880.